From a dataset of Forward reaction prediction with 1.9M reactions from USPTO patents (1976-2016). Predict the product of the given reaction. (1) Given the reactants [Br:1][C:2]1[C:3](=[O:25])[NH:4][C:5]([C:11]2[CH:16]=[C:15]([C:17](=[O:20])[CH2:18]Br)[CH:14]=[CH:13][C:12]=2[O:21][CH2:22][CH2:23][CH3:24])=[N:6][C:7]=1[CH:8]([CH3:10])[CH3:9].C(N(CC)CC)C.[NH:33]1[CH2:38][CH2:37][O:36][CH2:35][CH2:34]1, predict the reaction product. The product is: [Br:1][C:2]1[C:3](=[O:25])[NH:4][C:5]([C:11]2[CH:16]=[C:15]([C:17](=[O:20])[CH2:18][N:33]3[CH2:38][CH2:37][O:36][CH2:35][CH2:34]3)[CH:14]=[CH:13][C:12]=2[O:21][CH2:22][CH2:23][CH3:24])=[N:6][C:7]=1[CH:8]([CH3:10])[CH3:9]. (2) The product is: [Si:5]([O:6][CH2:7]/[C:8](=[N:19]/[S@:17]([C:14]([CH3:16])([CH3:15])[CH3:13])=[O:18])/[CH3:10])([C:1]([CH3:4])([CH3:3])[CH3:2])([CH3:12])[CH3:11]. Given the reactants [C:1]([Si:5]([CH3:12])([CH3:11])[O:6][CH2:7][C:8]([CH3:10])=O)([CH3:4])([CH3:3])[CH3:2].[CH3:13][C:14]([S@@:17]([NH2:19])=[O:18])([CH3:16])[CH3:15].[Cl-].[Na+], predict the reaction product. (3) The product is: [C:70]([O:69][C@@H:47]([C:48]1[C:49]([C:62]2[CH:67]=[CH:66][C:65]([Cl:68])=[CH:64][CH:63]=2)=[C:50]2[C:55](=[CH:56][C:57]=1[CH3:58])[N:54]1[N:59]=[N:60][N:61]=[C:53]1[CH:52]=[CH:51]2)[CH2:46][OH:45])([CH3:73])([CH3:71])[CH3:72]. Given the reactants C(OC[C@@H](OC(C)(C)C)C1C(C2C=CC(Cl)=CC=2)=C2C(=CC=1C)N=C(N1CCOCC1)C=C2)(=O)C(C)(C)C.C([O:45][CH2:46][C@@H:47]([O:69][C:70]([CH3:73])([CH3:72])[CH3:71])[C:48]1[C:49]([C:62]2[CH:67]=[CH:66][C:65]([Cl:68])=[CH:64][CH:63]=2)=[C:50]2[C:55](=[CH:56][C:57]=1[CH3:58])[N:54]1[N:59]=[N:60][N:61]=[C:53]1[CH:52]=[CH:51]2)(=O)C(C)(C)C, predict the reaction product.